From a dataset of Reaction yield outcomes from USPTO patents with 853,638 reactions. Predict the reaction yield, written as a fraction of the theoretical maximum amount of product (1.0 means a 100% yield; for example, 0.34 means a 34% yield). The yield is 0.990. The product is [N:24]([CH2:2][CH2:3][C:4]1[C:12]2[C:7](=[CH:8][CH:9]=[C:10]([C:13]([F:16])([F:15])[F:14])[CH:11]=2)[NH:6][C:5]=1[Si:17]([CH2:22][CH3:23])([CH2:20][CH3:21])[CH2:18][CH3:19])=[N+:25]=[N-:26]. The reactants are Br[CH2:2][CH2:3][C:4]1[C:12]2[C:7](=[CH:8][CH:9]=[C:10]([C:13]([F:16])([F:15])[F:14])[CH:11]=2)[NH:6][C:5]=1[Si:17]([CH2:22][CH3:23])([CH2:20][CH3:21])[CH2:18][CH3:19].[N-:24]=[N+:25]=[N-:26].[Na+]. The catalyst is CN(C=O)C.